Predict the product of the given reaction. From a dataset of Forward reaction prediction with 1.9M reactions from USPTO patents (1976-2016). (1) Given the reactants Br[C:2]1[CH:3]=[C:4]2[C:8](=[CH:9][CH:10]=1)[N:7]([CH2:11][C:12]1[CH:17]=[CH:16][C:15]([O:18][CH3:19])=[CH:14][CH:13]=1)[N:6]=[CH:5]2.[NH2:20][C@H:21]1[CH2:26][CH2:25][CH2:24][N:23]([C:27]([O:29][C:30]([CH3:33])([CH3:32])[CH3:31])=[O:28])[CH2:22]1.CC(C)([O-])C.[Na+], predict the reaction product. The product is: [CH3:19][O:18][C:15]1[CH:16]=[CH:17][C:12]([CH2:11][N:7]2[C:8]3[C:4](=[CH:3][C:2]([NH:20][C@H:21]4[CH2:26][CH2:25][CH2:24][N:23]([C:27]([O:29][C:30]([CH3:33])([CH3:32])[CH3:31])=[O:28])[CH2:22]4)=[CH:10][CH:9]=3)[CH:5]=[N:6]2)=[CH:13][CH:14]=1. (2) Given the reactants [CH:1]1[C:10]2[C:5](=[CH:6][CH:7]=[CH:8][CH:9]=2)[CH:4]=[CH:3][C:2]=1[S:11]([N:14]([CH2:32][CH2:33][N:34]1[CH2:38][CH2:37][CH2:36][C:35]1=[O:39])[CH:15]1[CH:20]2[CH:16]1[CH2:17][N:18]([C:21]1[N:26]=[CH:25][C:24]([C:27]([O:29]CC)=[O:28])=[CH:23][N:22]=1)[CH2:19]2)(=[O:13])=[O:12].[O-]CC.[Na+].Cl.NO.O, predict the reaction product. The product is: [CH:1]1[C:10]2[C:5](=[CH:6][CH:7]=[CH:8][CH:9]=2)[CH:4]=[CH:3][C:2]=1[S:11]([N:14]([CH2:32][CH2:33][N:34]1[CH2:38][CH2:37][CH2:36][C:35]1=[O:39])[CH:15]1[CH:20]2[CH:16]1[CH2:17][N:18]([C:21]1[N:26]=[CH:25][C:24]([C:27]([OH:29])=[O:28])=[CH:23][N:22]=1)[CH2:19]2)(=[O:12])=[O:13]. (3) Given the reactants [CH3:1][O:2][C:3]1[CH:8]=[CH:7][C:6]([CH2:9][C:10](=O)[CH3:11])=[CH:5][CH:4]=1.O.O.O.C([O-])(=O)C.[Na+].[CH2:21]([NH2:28])[C:22]1[CH:27]=[CH:26][CH:25]=[CH:24][CH:23]=1.[BH4-].[Na+].[OH-].[Na+].CC(O)C.[ClH:37], predict the reaction product. The product is: [ClH:37].[CH2:21]([NH:28][C@H:10]([CH3:11])[CH2:9][C:6]1[CH:7]=[CH:8][C:3]([O:2][CH3:1])=[CH:4][CH:5]=1)[C:22]1[CH:27]=[CH:26][CH:25]=[CH:24][CH:23]=1. (4) Given the reactants [F:1][C:2]1[CH:7]=[CH:6][C:5]([CH:8]2[CH2:13][C:12](=[O:14])[CH:11]=[CH:10][N:9]2[C:15]([O:17][C:18]2[CH:23]=[CH:22][CH:21]=[CH:20][CH:19]=2)=[O:16])=[CH:4][CH:3]=1, predict the reaction product. The product is: [F:1][C:2]1[CH:3]=[CH:4][C:5]([CH:8]2[CH2:13][C:12](=[O:14])[CH2:11][CH2:10][N:9]2[C:15]([O:17][C:18]2[CH:19]=[CH:20][CH:21]=[CH:22][CH:23]=2)=[O:16])=[CH:6][CH:7]=1. (5) Given the reactants [Br:1][C:2]1[CH:25]=[CH:24][C:5]([CH2:6][C@@H:7]2[C:11]3=[N:12][C:13]4[CH:18]=[CH:17][C:16]([C:19]([F:22])([F:21])[F:20])=[CH:15][C:14]=4[N:10]3[C:9](=[O:23])[NH:8]2)=[CH:4][CH:3]=1.BrC1C=CC(C[C@@H]2C3=NC4C=C(C(F)(F)F)C=CC=4N3C(=O)N2)=CC=1.[NH2:51][C@H:52]1[CH2:57][CH2:56][C@H:55]([OH:58])[CH2:54][CH2:53]1.C(O)(C(F)(F)F)=O, predict the reaction product. The product is: [Br:1][C:2]1[CH:3]=[CH:4][C:5]([CH2:6][C@@H:7]([NH:8][C:9]([NH:51][C@H:52]2[CH2:57][CH2:56][C@H:55]([OH:58])[CH2:54][CH2:53]2)=[O:23])[C:11]2[NH:10][C:14]3[CH:15]=[C:16]([C:19]([F:21])([F:20])[F:22])[CH:17]=[CH:18][C:13]=3[N:12]=2)=[CH:24][CH:25]=1. (6) Given the reactants [Br:1][C:2]1[CH:3]=[N:4][CH:5]=[C:6]([OH:8])[CH:7]=1.[CH:9](O)([CH3:11])[CH3:10], predict the reaction product. The product is: [Br:1][C:2]1[CH:3]=[N:4][CH:5]=[C:6]([O:8][CH:9]([CH3:11])[CH3:10])[CH:7]=1. (7) Given the reactants [N:1]1[CH:6]=[CH:5][CH:4]=[N:3][C:2]=1[O:7][CH:8]1[CH2:13][CH2:12][C:11](=[O:14])[CH2:10][CH2:9]1.[BH4-].[Na+], predict the reaction product. The product is: [N:1]1[CH:6]=[CH:5][CH:4]=[N:3][C:2]=1[O:7][CH:8]1[CH2:13][CH2:12][CH:11]([OH:14])[CH2:10][CH2:9]1.